The task is: Predict which catalyst facilitates the given reaction.. This data is from Catalyst prediction with 721,799 reactions and 888 catalyst types from USPTO. (1) Product: [OH:4][CH2:5][C:6]([N:8]1[CH2:9][CH:10]=[C:11]([C:14]2[CH:22]=[CH:21][C:20]3[N:19]4[C:23](=[O:31])[O:24][C@@H:25]([CH2:26][NH:27][C:28](=[O:30])[CH3:29])[C@@H:18]4[CH2:17][C:16]=3[CH:15]=2)[CH2:12][CH2:13]1)=[O:7]. The catalyst class is: 92. Reactant: C([O:4][CH2:5][C:6]([N:8]1[CH2:13][CH:12]=[C:11]([C:14]2[CH:22]=[CH:21][C:20]3[N:19]4[C:23](=[O:31])[O:24][C@@H:25]([CH2:26][NH:27][C:28](=[O:30])[CH3:29])[C@@H:18]4[CH2:17][C:16]=3[CH:15]=2)[CH2:10][CH2:9]1)=[O:7])(=O)C.C([O-])([O-])=O.[K+].[K+]. (2) Reactant: [Cl:1][C:2]1[CH:7]=[CH:6][C:5]([CH2:8][C:9]([CH3:12])(O)[CH3:10])=[CH:4][CH:3]=1.[Cl:13][CH2:14][C:15]#[N:16].S(=O)(=O)(O)[OH:18].C(=O)([O-])[O-].[K+].[K+]. Product: [Cl:13][CH2:14][C:15]([NH:16][C:9]([CH3:12])([CH3:10])[CH2:8][C:5]1[CH:6]=[CH:7][C:2]([Cl:1])=[CH:3][CH:4]=1)=[O:18]. The catalyst class is: 15. (3) Product: [CH3:37][O:36][C:32]1[CH:31]=[C:30]([C:38]2[CH:39]=[C:40]([CH:44]=[CH:45][CH:46]=2)[C:41]([N:23]2[CH2:24][CH2:25][N:20]([CH2:19][C:17]3[CH:16]=[CH:15][N:14]=[C:13]([C:5]4[CH:6]=[C:7]([O:11][CH3:12])[C:8]([O:9][CH3:10])=[C:3]([O:2][CH3:1])[CH:4]=4)[CH:18]=3)[CH2:21][CH2:22]2)=[O:42])[CH:29]=[C:28]([O:27][CH3:26])[C:33]=1[O:34][CH3:35]. The catalyst class is: 119. Reactant: [CH3:1][O:2][C:3]1[CH:4]=[C:5]([C:13]2[CH:18]=[C:17]([CH2:19][N:20]3[CH2:25][CH2:24][NH:23][CH2:22][CH2:21]3)[CH:16]=[CH:15][N:14]=2)[CH:6]=[C:7]([O:11][CH3:12])[C:8]=1[O:9][CH3:10].[CH3:26][O:27][C:28]1[CH:29]=[C:30]([C:38]2[CH:39]=[C:40]([CH:44]=[CH:45][CH:46]=2)[C:41](O)=[O:42])[CH:31]=[C:32]([O:36][CH3:37])[C:33]=1[O:34][CH3:35].C(N(CC)CC)C.O. (4) Reactant: [CH3:1][C@@:2]([C:11]([OH:13])=[O:12])([CH2:4][C:5]1[CH:10]=[CH:9][CH:8]=[CH:7][CH:6]=1)[NH2:3].[OH-].[Na+].[CH3:16][C:17]([O:20][C:21](O[C:21]([O:20][C:17]([CH3:19])([CH3:18])[CH3:16])=[O:22])=[O:22])([CH3:19])[CH3:18].Cl. Product: [C:17]([O:20][C:21]([NH:3][C@:2]([CH3:1])([C:11]([OH:13])=[O:12])[CH2:4][C:5]1[CH:6]=[CH:7][CH:8]=[CH:9][CH:10]=1)=[O:22])([CH3:19])([CH3:18])[CH3:16]. The catalyst class is: 38. (5) Reactant: [CH:1]1([C:4]2[C:5]([N:24]([C:29]3[CH:34]=[CH:33][C:32]([N+:35]([O-])=O)=[C:31]([CH:38]([F:40])[F:39])[CH:30]=3)[S:25]([CH3:28])(=[O:27])=[O:26])=[CH:6][C:7]3[O:11][C:10]([C:12]4[CH:17]=[CH:16][C:15]([F:18])=[CH:14][CH:13]=4)=[C:9]([C:19]([NH:21][CH3:22])=[O:20])[C:8]=3[CH:23]=2)[CH2:3][CH2:2]1. Product: [NH2:35][C:32]1[CH:33]=[CH:34][C:29]([N:24]([C:5]2[C:4]([CH:1]3[CH2:2][CH2:3]3)=[CH:23][C:8]3[C:9]([C:19]([NH:21][CH3:22])=[O:20])=[C:10]([C:12]4[CH:13]=[CH:14][C:15]([F:18])=[CH:16][CH:17]=4)[O:11][C:7]=3[CH:6]=2)[S:25]([CH3:28])(=[O:27])=[O:26])=[CH:30][C:31]=1[CH:38]([F:40])[F:39]. The catalyst class is: 19. (6) Reactant: COC1C=C(OC)C=CC=1C[NH:6][C:7]1[C:8]2[N:9]([C:13]([C@@H:35]3[CH2:40][N:39]4[C:41](=[O:44])[O:42][CH2:43][C@@H:38]4[CH2:37][CH2:36]3)=[N:14][C:15]=2[C:16]2[CH:34]=[CH:33][C:19]([C:20]([NH:22][C:23]3[CH:28]=[C:27]([C:29]([F:32])([F:31])[F:30])[CH:26]=[CH:25][N:24]=3)=[O:21])=[CH:18][CH:17]=2)[CH:10]=[CH:11][N:12]=1. Product: [NH2:6][C:7]1[C:8]2[N:9]([C:13]([C@@H:35]3[CH2:40][N:39]4[C:41](=[O:44])[O:42][CH2:43][C@@H:38]4[CH2:37][CH2:36]3)=[N:14][C:15]=2[C:16]2[CH:17]=[CH:18][C:19]([C:20]([NH:22][C:23]3[CH:28]=[C:27]([C:29]([F:31])([F:30])[F:32])[CH:26]=[CH:25][N:24]=3)=[O:21])=[CH:33][CH:34]=2)[CH:10]=[CH:11][N:12]=1. The catalyst class is: 55.